This data is from Forward reaction prediction with 1.9M reactions from USPTO patents (1976-2016). The task is: Predict the product of the given reaction. (1) Given the reactants [ClH:1].[CH3:2][N:3]([CH3:24])[CH:4]1[CH2:9][CH2:8][N:7]([C:10](=[O:23])[CH2:11][CH2:12][C:13]2[N:14]([CH2:18][CH2:19][C:20]([OH:22])=[O:21])[CH:15]=[CH:16][N:17]=2)[CH2:6][CH2:5]1, predict the reaction product. The product is: [ClH:1].[CH3:24][N:3]([CH3:2])[CH:4]1[CH2:9][CH2:8][N:7]([C:10](=[O:23])[CH2:11][CH2:12][C:13]2[N:14]([CH2:18][CH2:19][C:20]([OH:22])=[O:21])[CH:15]=[CH:16][N:17]=2)[CH2:6][CH2:5]1. (2) Given the reactants [N:1]1[CH:6]=[CH:5][CH:4]=[CH:3][C:2]=1[C:7]([OH:9])=O.F[P-](F)(F)(F)(F)F.N1(OC(N(C)C)=[N+](C)C)C2C=CC=CC=2N=N1.C(N(CC)C(C)C)(C)C.Cl.[CH2:44]([O:51][C:52]1[CH:58]=[CH:57][C:55]([NH2:56])=[CH:54][CH:53]=1)[C:45]1[CH:50]=[CH:49][CH:48]=[CH:47][CH:46]=1.C(=O)(O)[O-].[Na+], predict the reaction product. The product is: [CH2:44]([O:51][C:52]1[CH:53]=[CH:54][C:55]([NH:56][C:7]([C:2]2[CH:3]=[CH:4][CH:5]=[CH:6][N:1]=2)=[O:9])=[CH:57][CH:58]=1)[C:45]1[CH:46]=[CH:47][CH:48]=[CH:49][CH:50]=1. (3) Given the reactants [CH3:1][C:2]1[CH:3]=[C:4]([CH2:29][OH:30])[C:5]([CH2:21][O:22]C2CCCCO2)=[C:6]2[C:10]=1[N:9]([S:11]([C:14]1[CH:20]=[CH:19][C:17]([CH3:18])=[CH:16][CH:15]=1)(=[O:13])=[O:12])[CH:8]=[CH:7]2.C(N(C(C)C)C(C)C)C.[CH3:40][Si:41]([CH2:44][CH2:45][O:46][CH2:47]Cl)([CH3:43])[CH3:42], predict the reaction product. The product is: [CH3:1][C:2]1[CH:3]=[C:4]([CH2:29][O:30][CH2:47][O:46][CH2:45][CH2:44][Si:41]([CH3:43])([CH3:42])[CH3:40])[C:5]([CH2:21][OH:22])=[C:6]2[C:10]=1[N:9]([S:11]([C:14]1[CH:20]=[CH:19][C:17]([CH3:18])=[CH:16][CH:15]=1)(=[O:13])=[O:12])[CH:8]=[CH:7]2. (4) Given the reactants [F:1][C:2]1[C:7]([O:8][CH3:9])=[C:6]([O:10][CH3:11])[CH:5]=[CH:4][C:3]=1[C:12](O)([CH3:14])[CH3:13], predict the reaction product. The product is: [F:1][C:2]1[C:7]([O:8][CH3:9])=[C:6]([O:10][CH3:11])[CH:5]=[CH:4][C:3]=1[CH:12]([CH3:14])[CH3:13]. (5) Given the reactants [CH2:1]([C:3]1[CH:4]=[C:5]([CH:10]=[CH:11][C:12]=1[N:13]([CH3:24])[C:14]1[N:19]=[CH:18][C:17]2[N:20]=[CH:21][N:22]([CH3:23])[C:16]=2[CH:15]=1)[C:6](=[N:8][OH:9])[NH2:7])[CH3:2].[C:25]([CH2:27][CH2:28][C:29](O)=O)#[N:26].F[P-](F)(F)(F)(F)F.N1(OC(N(C)C)=[N+](C)C)C2N=CC=CC=2N=N1.C(N(C(C)C)CC)(C)C, predict the reaction product. The product is: [CH2:1]([C:3]1[CH:4]=[C:5]([C:6]2[N:7]=[C:29]([CH2:28][CH2:27][C:25]#[N:26])[O:9][N:8]=2)[CH:10]=[CH:11][C:12]=1[N:13]([CH3:24])[C:14]1[N:19]=[CH:18][C:17]2[N:20]=[CH:21][N:22]([CH3:23])[C:16]=2[CH:15]=1)[CH3:2]. (6) Given the reactants [Na].Cl.[F:3][C:4]1[CH:5]=[C:6]([CH:10]=[CH:11][CH:12]=1)[C:7](=[NH:9])[NH2:8].[CH3:13][O:14][CH:15]([C:20](OC)=[O:21])[C:16](OC)=[O:17].Cl, predict the reaction product. The product is: [F:3][C:4]1[CH:5]=[C:6]([C:7]2[N:8]=[C:20]([OH:21])[C:15]([O:14][CH3:13])=[C:16]([OH:17])[N:9]=2)[CH:10]=[CH:11][CH:12]=1. (7) Given the reactants [NH2:1][C:2]1[CH:3]=[CH:4][C:5]2[CH2:9][O:8][B:7]([OH:10])[C:6]=2[CH:11]=1.[N+:12]([C:15]1[CH:20]=[C:19]([N+:21]([O-:23])=[O:22])[CH:18]=[CH:17][C:16]=1[S:24](Cl)(=[O:26])=[O:25])([O-:14])=[O:13].N1C=CC=CC=1, predict the reaction product. The product is: [OH:10][B:7]1[C:6]2[CH:11]=[C:2]([NH:1][S:24]([C:16]3[CH:17]=[CH:18][C:19]([N+:21]([O-:23])=[O:22])=[CH:20][C:15]=3[N+:12]([O-:14])=[O:13])(=[O:25])=[O:26])[CH:3]=[CH:4][C:5]=2[CH2:9][O:8]1.